Predict which catalyst facilitates the given reaction. From a dataset of Catalyst prediction with 721,799 reactions and 888 catalyst types from USPTO. (1) Reactant: [CH3:1][O:2][C:3]1[CH:8]=[CH:7][C:6](/[CH:9]=[CH:10]/[C:11](=[O:13])[CH3:12])=[CH:5][CH:4]=1.[OH-].[Na+].[F:16][C:17]([F:27])([F:26])[C:18]1[CH:25]=[CH:24][C:21]([CH:22]=O)=[CH:20][CH:19]=1. Product: [F:16][C:17]([F:26])([F:27])[C:18]1[CH:19]=[CH:20][C:21](/[CH:22]=[CH:12]/[C:11](=[O:13])/[CH:10]=[CH:9]/[C:6]2[CH:7]=[CH:8][C:3]([O:2][CH3:1])=[CH:4][CH:5]=2)=[CH:24][CH:25]=1. The catalyst class is: 24. (2) Reactant: [N+:1]([C:4]1[CH:9]=[CH:8][C:7]([SH:10])=[CH:6][CH:5]=1)([O-:3])=[O:2].[CH3:11][C:12]1[CH:13]=[CH:14][C:15]2[N:16]([C:18]([CH2:21]O)=[CH:19][N:20]=2)[CH:17]=1.Cl.[OH-].[Na+]. Product: [CH3:11][C:12]1[CH:13]=[CH:14][C:15]2[N:16]([C:18]([CH2:21][S:10][C:7]3[CH:8]=[CH:9][C:4]([N+:1]([O-:3])=[O:2])=[CH:5][CH:6]=3)=[CH:19][N:20]=2)[CH:17]=1. The catalyst class is: 15. (3) Product: [OH:9][CH2:8][CH2:7][CH:4]1[CH2:5][CH2:6][N:1]([CH2:11][C:12]#[N:13])[CH2:2][CH2:3]1. Reactant: [NH:1]1[CH2:6][CH2:5][CH:4]([CH2:7][CH2:8][OH:9])[CH2:3][CH2:2]1.Cl[CH2:11][C:12]#[N:13].C(N(CC)CC)C. The catalyst class is: 28. (4) Reactant: [CH2:1]([C:8]1[S:12][C:11]([NH2:13])=[N:10][C:9]=1[C:14]1[CH:19]=[CH:18][C:17]([O:20][CH3:21])=[CH:16][CH:15]=1)[C:2]1[CH:7]=[CH:6][CH:5]=[CH:4][CH:3]=1.C(N(CC)CC)C.[C:29](Cl)(=[O:36])[C:30]1[CH:35]=[CH:34][CH:33]=[CH:32][CH:31]=1. Product: [CH2:1]([C:8]1[S:12][C:11]([NH:13][C:29](=[O:36])[C:30]2[CH:35]=[CH:34][CH:33]=[CH:32][CH:31]=2)=[N:10][C:9]=1[C:14]1[CH:15]=[CH:16][C:17]([O:20][CH3:21])=[CH:18][CH:19]=1)[C:2]1[CH:3]=[CH:4][CH:5]=[CH:6][CH:7]=1. The catalyst class is: 13. (5) Reactant: [NH2:1][C@H:2]([C:6]([OH:8])=[O:7])[C@@H:3]([CH3:5])[OH:4].[CH3:9]CN(C(C)C)C(C)C.[C:18]1([C:24]#[C:25][C:26]2[CH:34]=[CH:33][C:29]([C:30](O)=[O:31])=[CH:28][CH:27]=2)[CH:23]=[CH:22][CH:21]=[CH:20][CH:19]=1. Product: [CH3:9][O:7][C:6](=[O:8])[CH:2]([NH:1][C:30](=[O:31])[C:29]1[CH:33]=[CH:34][C:26]([C:25]#[C:24][C:18]2[CH:23]=[CH:22][CH:21]=[CH:20][CH:19]=2)=[CH:27][CH:28]=1)[CH:3]([OH:4])[CH3:5]. The catalyst class is: 31. (6) Reactant: [Li+].C[Si]([N-][Si](C)(C)C)(C)C.[F:11][C:12]([F:25])([F:24])[C:13]([NH:15][CH2:16][C:17]([O:19]C/C=C/C)=[O:18])=[O:14].[Al](OC(C)C)(OC(C)C)OC(C)C.CO[C:41]1[CH:42]=CC2N=CC=C([C@H](O)[C@@H]3N4C[C@H](C=C)C(CC4)C3)[C:45]=2[CH:46]=1.C([O-])(O)=O.[Na+]. Product: [CH3:45][C@H:46]([CH:41]=[CH2:42])[C@H:16]([NH:15][C:13](=[O:14])[C:12]([F:11])([F:24])[F:25])[C:17]([OH:19])=[O:18]. The catalyst class is: 1. (7) Reactant: C([Mg]Cl)(C)C.[Li+].[Cl-].Br[C:9]1[CH:10]=[CH:11][C:12]([CH3:15])=[N:13][CH:14]=1.[C:16]([O:20][CH2:21][CH3:22])(=[O:19])[CH:17]=[O:18].C1(C)C=CC=CC=1. Product: [OH:18][CH:17]([C:9]1[CH:14]=[N:13][C:12]([CH3:15])=[CH:11][CH:10]=1)[C:16]([O:20][CH2:21][CH3:22])=[O:19]. The catalyst class is: 1.